Dataset: Peptide-MHC class I binding affinity with 185,985 pairs from IEDB/IMGT. Task: Regression. Given a peptide amino acid sequence and an MHC pseudo amino acid sequence, predict their binding affinity value. This is MHC class I binding data. The peptide sequence is YADGGQWYN. The MHC is HLA-A02:03 with pseudo-sequence HLA-A02:03. The binding affinity (normalized) is 0.0847.